Dataset: Forward reaction prediction with 1.9M reactions from USPTO patents (1976-2016). Task: Predict the product of the given reaction. Given the reactants [CH2:1]([CH:3]1[C:8](=[O:9])[NH:7][C:6]2[CH:10]=[C:11]([CH3:15])[CH:12]=[C:13]([CH3:14])[C:5]=2[O:4]1)[CH3:2].C(=O)([O-])[O-].[K+].[K+].[C:22]([O:26][CH3:27])(=[O:25])[CH:23]=[CH2:24].C(O)(=O)CC(CC(O)=O)(C(O)=O)O, predict the reaction product. The product is: [CH3:27][O:26][C:22](=[O:25])[CH2:23][CH2:24][N:7]1[C:6]2[CH:10]=[C:11]([CH3:15])[CH:12]=[C:13]([CH3:14])[C:5]=2[O:4][CH:3]([CH2:1][CH3:2])[C:8]1=[O:9].